From a dataset of Full USPTO retrosynthesis dataset with 1.9M reactions from patents (1976-2016). Predict the reactants needed to synthesize the given product. (1) Given the product [ClH:32].[CH:34]1([C:37]2[C:38]([CH2:51][N:52]3[C:57]([CH3:58])([CH3:59])[CH2:56][O:55][C@H:54]([CH2:60][C:61]4[CH:66]=[C:65]([Cl:67])[CH:64]=[C:63]([Cl:68])[CH:62]=4)[CH2:53]3)=[CH:39][C:40]([F:50])=[C:41]([CH:49]=2)[C:42]([OH:44])=[O:43])[CH2:36][CH2:35]1, predict the reactants needed to synthesize it. The reactants are: C1(C2C(CN3CCO[C@H](CC4C=CC([Cl:32])=C(Cl)C=4)C3)=CC(F)=C(C=2)C(OC(C)(C)C)=O)CC1.[CH:34]1([C:37]2[C:38]([CH2:51][N:52]3[C:57]([CH3:59])([CH3:58])[CH2:56][O:55][C@H:54]([CH2:60][C:61]4[CH:66]=[C:65]([Cl:67])[CH:64]=[C:63]([Cl:68])[CH:62]=4)[CH2:53]3)=[CH:39][C:40]([F:50])=[C:41]([CH:49]=2)[C:42]([O:44]C(C)(C)C)=[O:43])[CH2:36][CH2:35]1. (2) The reactants are: [C:1]([NH:8][C@H:9]([C:18]([OH:20])=[O:19])[CH2:10][C:11]1[CH:16]=[CH:15][C:14]([OH:17])=[CH:13][CH:12]=1)([O:3][C:4]([CH3:7])([CH3:6])[CH3:5])=[O:2].Cl[C:22]1[C:31]2[C:26](=[CH:27][CH:28]=[CH:29][CH:30]=2)[N:25]=[CH:24][CH:23]=1.BrC1C=CC(Cl)=NC=1.O. Given the product [N:25]1[C:26]2[C:31](=[CH:30][CH:29]=[CH:28][CH:27]=2)[C:22]([O:17][C:14]2[CH:13]=[CH:12][C:11]([CH2:10][C@H:9]([NH:8][C:1]([O:3][C:4]([CH3:5])([CH3:7])[CH3:6])=[O:2])[C:18]([OH:20])=[O:19])=[CH:16][CH:15]=2)=[CH:23][CH:24]=1, predict the reactants needed to synthesize it. (3) Given the product [CH3:16][C:13]1([C@@H:9]2[O:8][CH2:7][C:6]3=[N:5][O:4][CH2:12][C@@H:11]3[CH2:10]2)[CH2:15][CH2:14]1, predict the reactants needed to synthesize it. The reactants are: Cl[O-].[Na+].[OH:4][N:5]=[CH:6][CH2:7][O:8][CH:9]([C:13]1([CH3:16])[CH2:15][CH2:14]1)[CH2:10][CH:11]=[CH2:12].C(N(CC)CC)C. (4) Given the product [C:13]([O:7][C:6](=[O:8])[C:5]1[CH:9]=[CH:10][C:2]([OH:1])=[CH:3][CH:4]=1)([CH3:16])([CH3:15])[CH3:14], predict the reactants needed to synthesize it. The reactants are: [OH:1][C:2]1[CH:10]=[CH:9][C:5]([C:6]([OH:8])=[O:7])=[CH:4][CH:3]=1.N#N.[C:13](OC(O[C:13]([CH3:16])([CH3:15])[CH3:14])N(C)C)([CH3:16])([CH3:15])[CH3:14]. (5) The reactants are: [CH3:1][O:2][C:3]([C:5]1[CH:15]=[C:14]([O:16][C:17]2[CH:18]=[N:19]C(C(=O)N(C)C)=CC=2)[C:8]2[CH2:9][C:10]([CH3:13])([CH3:12])[O:11][C:7]=2[CH:6]=1)=[O:4].[C:28]([O:32][C:33]([C:35]1N=CC(Br)=[CH:37][N:36]=1)=[O:34])([CH3:31])([CH3:30])[CH3:29].COC(C1C=C(O)C2CC(C)(C)OC=2C=1)=O. Given the product [C:28]([O:32][C:33]([C:35]1[N:19]=[CH:18][C:17]([O:16][C:14]2[C:8]3[CH2:9][C:10]([CH3:13])([CH3:12])[O:11][C:7]=3[CH:6]=[C:5]([C:3]([O:2][CH3:1])=[O:4])[CH:15]=2)=[CH:37][N:36]=1)=[O:34])([CH3:31])([CH3:30])[CH3:29], predict the reactants needed to synthesize it. (6) Given the product [C:1]([O:5][C:6](=[O:14])[C:7]1[CH:8]=[CH:9][C:10]([NH:13][CH2:21][C:19]2[CH:20]=[N:15][CH:16]=[CH:17][CH:18]=2)=[CH:11][CH:12]=1)([CH3:4])([CH3:2])[CH3:3], predict the reactants needed to synthesize it. The reactants are: [C:1]([O:5][C:6](=[O:14])[C:7]1[CH:12]=[CH:11][C:10]([NH2:13])=[CH:9][CH:8]=1)([CH3:4])([CH3:3])[CH3:2].[N:15]1[CH:20]=[C:19]([CH:21]=O)[CH:18]=[CH:17][CH:16]=1.[BH-](OC(C)=O)(OC(C)=O)OC(C)=O.[Na+].